This data is from Peptide-MHC class II binding affinity with 134,281 pairs from IEDB. The task is: Regression. Given a peptide amino acid sequence and an MHC pseudo amino acid sequence, predict their binding affinity value. This is MHC class II binding data. (1) The peptide sequence is CVPKVTFTVEKGSNE. The MHC is DRB1_1101 with pseudo-sequence DRB1_1101. The binding affinity (normalized) is 0.237. (2) The MHC is HLA-DQA10501-DQB10201 with pseudo-sequence HLA-DQA10501-DQB10201. The binding affinity (normalized) is 0.621. The peptide sequence is GNFERISGDLKTQID. (3) The peptide sequence is NLWKMKTGRRGSANG. The MHC is DRB1_0701 with pseudo-sequence DRB1_0701. The binding affinity (normalized) is 0.340. (4) The peptide sequence is VAKLFKDYSSVVRPV. The MHC is DRB1_1501 with pseudo-sequence DRB1_1501. The binding affinity (normalized) is 0.494. (5) The binding affinity (normalized) is 0.0613. The peptide sequence is FVAAAKYMVIQGEPG. The MHC is DRB3_0202 with pseudo-sequence DRB3_0202. (6) The peptide sequence is HEALNIALIAVSIIS. The MHC is DRB3_0101 with pseudo-sequence DRB3_0101. The binding affinity (normalized) is 0.227.